From a dataset of Full USPTO retrosynthesis dataset with 1.9M reactions from patents (1976-2016). Predict the reactants needed to synthesize the given product. Given the product [Cl:1][C:2]1[N:7]=[C:6]([NH:17][C:16]2[CH:18]=[CH:19][CH:20]=[CH:21][C:15]=2[S:12]([CH:11]([F:22])[F:10])(=[O:14])=[O:13])[C:5]([Cl:9])=[CH:4][N:3]=1, predict the reactants needed to synthesize it. The reactants are: [Cl:1][C:2]1[N:7]=[C:6](Cl)[C:5]([Cl:9])=[CH:4][N:3]=1.[F:10][CH:11]([F:22])[S:12]([C:15]1[CH:21]=[CH:20][CH:19]=[CH:18][C:16]=1[NH2:17])(=[O:14])=[O:13].[H-].[Na+].C(Cl)Cl.CO.